This data is from Full USPTO retrosynthesis dataset with 1.9M reactions from patents (1976-2016). The task is: Predict the reactants needed to synthesize the given product. (1) Given the product [CH3:1][C:2]1[CH:3]=[C:4]([CH:23]=[CH:24][C:25]=1[N+:26]([O-:28])=[O:27])[CH2:5][N:6]1[CH:10]=[C:9]([C:11]([OH:13])=[O:12])[C:8]([C:16]([F:21])([F:22])[C:17]([F:18])([F:19])[F:20])=[N:7]1, predict the reactants needed to synthesize it. The reactants are: [CH3:1][C:2]1[CH:3]=[C:4]([CH:23]=[CH:24][C:25]=1[N+:26]([O-:28])=[O:27])[CH2:5][N:6]1[CH:10]=[C:9]([C:11]([O:13]CC)=[O:12])[C:8]([C:16]([F:22])([F:21])[C:17]([F:20])([F:19])[F:18])=[N:7]1.[OH-].[Na+]. (2) Given the product [F:15][C:7]1[CH:6]=[C:5]([CH:4]([NH2:16])[CH3:17])[CH:10]=[CH:9][C:8]=1[C:11]([F:12])([F:13])[F:14], predict the reactants needed to synthesize it. The reactants are: N([CH:4]([NH2:16])[C:5]1[CH:10]=[CH:9][C:8]([C:11]([F:14])([F:13])[F:12])=[C:7]([F:15])[CH:6]=1)=[N+]=[N-].[CH3:17]O. (3) Given the product [CH3:18][N:4]1[C:5]2[C:10](=[C:9]([O:11][CH3:12])[CH:8]=[C:7]3[CH:13]=[CH:14][CH:15]=[CH:16][C:6]3=2)[C:2]([CH3:17])([CH3:1])[CH2:3]1, predict the reactants needed to synthesize it. The reactants are: [CH3:1][C:2]1([CH3:17])[C:10]2[C:5](=[C:6]3[CH:16]=[CH:15][CH:14]=[CH:13][C:7]3=[CH:8][C:9]=2[O:11][CH3:12])[NH:4][CH2:3]1.[CH3:18]I. (4) Given the product [F:1][C:2]1[CH:3]=[CH:4][C:5]([OH:11])=[C:6]([B:8]([OH:9])[OH:10])[CH:7]=1, predict the reactants needed to synthesize it. The reactants are: [F:1][C:2]1[CH:3]=[CH:4][C:5]([O:11]C)=[C:6]([B:8]([OH:10])[OH:9])[CH:7]=1.BrB(Br)Br. (5) Given the product [F:1][C:2]1[CH:3]=[C:4]2[C:10]([C:11]3[N:12]=[N:13][C:14]4[C:19]([CH3:20])([CH3:21])[C:18](=[O:22])[N:17]([CH2:23][O:24][CH2:25][CH2:26][Si:27]([CH3:29])([CH3:28])[CH3:30])[C:15]=4[N:16]=3)=[N:9][NH:8][C:5]2=[N:6][CH:7]=1, predict the reactants needed to synthesize it. The reactants are: [F:1][C:2]1[CH:3]=[C:4]2[C:10]([C:11]3[N:12]=[N:13][C:14]4[C:19]([CH3:21])([CH3:20])[C:18](=[O:22])[N:17]([CH2:23][O:24][CH2:25][CH2:26][Si:27]([CH3:30])([CH3:29])[CH3:28])[C:15]=4[N:16]=3)=[N:9][N:8](CC3C=CC(OC)=CC=3)[C:5]2=[N:6][CH:7]=1.[N+]([O-])([O-])=O.[Ce+4].[NH4+].[N+]([O-])([O-])=O.[N+]([O-])([O-])=O.[N+]([O-])([O-])=O.[N+]([O-])([O-])=O.